From a dataset of Catalyst prediction with 721,799 reactions and 888 catalyst types from USPTO. Predict which catalyst facilitates the given reaction. (1) Reactant: [NH:1]1[C:9]2[C:4](=[CH:5][CH:6]=[C:7]([C:10]([OH:12])=O)[CH:8]=2)[CH:3]=[CH:2]1.[CH:13]1C=C[C:16]2[N:21](O)N=[N:19][C:17]=2[CH:18]=1.[CH2:32]1[CH2:37][CH2:36][CH:35](N=C=N[CH:32]2[CH2:37][CH2:36][CH2:35][CH2:34][CH2:33]2)[CH2:34][CH2:33]1.C[CH2:39][O:40][C:41](C)=[O:42]. Product: [C:41]([N:21]1[CH2:13][CH2:18][CH:17]([NH:19][C:10]([C:7]2[CH:8]=[C:9]3[C:4]([CH:3]=[CH:2][NH:1]3)=[CH:5][CH:6]=2)=[O:12])[CH2:16]1)([O:40][CH2:39][C:32]1[CH:33]=[CH:34][CH:35]=[CH:36][CH:37]=1)=[O:42]. The catalyst class is: 3. (2) Reactant: Br.[Br:2][CH2:3][CH2:4][NH2:5].Cl[C:7]([O:9][CH:10]([CH3:12])[CH3:11])=[O:8].C(N(CC)CC)C. Product: [CH:10]([O:9][C:7](=[O:8])[NH:5][CH2:4][CH2:3][Br:2])([CH3:12])[CH3:11]. The catalyst class is: 4. (3) Reactant: Cl.[C:2]([O:6][C:7](=[O:25])[C@@H:8]([NH2:24])[CH2:9][NH:10][C:11]([C:13]1[S:14][C:15]([CH2:18][CH2:19][C:20]([O:22][CH3:23])=[O:21])=[CH:16][CH:17]=1)=[O:12])([CH3:5])([CH3:4])[CH3:3].C(N(C(C)C)CC)(C)C.[CH3:35][C:36]1[CH:41]=[C:40]([CH3:42])[CH:39]=[C:38]([CH3:43])[C:37]=1[S:44](Cl)(=[O:46])=[O:45]. Product: [C:2]([O:6][C:7](=[O:25])[C@@H:8]([NH:24][S:44]([C:37]1[C:38]([CH3:43])=[CH:39][C:40]([CH3:42])=[CH:41][C:36]=1[CH3:35])(=[O:46])=[O:45])[CH2:9][NH:10][C:11]([C:13]1[S:14][C:15]([CH2:18][CH2:19][C:20]([O:22][CH3:23])=[O:21])=[CH:16][CH:17]=1)=[O:12])([CH3:5])([CH3:3])[CH3:4]. The catalyst class is: 9. (4) Reactant: [CH:1]1[CH:6]=[N:5][CH:4]=[C:3]([C:7]([OH:9])=[O:8])[CH:2]=1.[CH2:10](N(C(C)C)C(C)C)C.CCN=C=NCCCN(C)C.Cl.C1C=CC2N(O)N=NC=2C=1.[CH2:41]([C:44]1[CH:49]=[CH:48][C:47]([O:50][C:51](=[O:58])[CH2:52][CH:53](O)[C:54]([OH:56])=[O:55])=[C:46]([O:59][CH3:60])[CH:45]=1)[CH:42]=[CH2:43]. Product: [CH3:10][O:56][C:54](=[O:55])[CH:53]([O:8][C:7]([C:3]1[CH:4]=[N:5][CH:6]=[CH:1][CH:2]=1)=[O:9])[CH2:52][C:51]([O:50][C:47]1[CH:48]=[CH:49][C:44]([CH2:41][CH:42]=[CH2:43])=[CH:45][C:46]=1[O:59][CH3:60])=[O:58]. The catalyst class is: 4. (5) Reactant: [CH3:1][CH2:2][N:3]([CH2:6][C:7]#[C:8][CH2:9][O:10][C:11]([C:13]([OH:26])([CH:20]1[CH2:25][CH2:24][CH2:23][CH2:22][CH2:21]1)[C:14]1[CH:15]=[CH:16][CH:17]=[CH:18][CH:19]=1)=[O:12])[CH2:4][CH3:5].Cl.[OH-].[Na+]. Product: [CH3:1][CH2:2][N:3]([CH2:6][C:7]#[C:8][CH2:9][O:10][C:11]([C:13]([OH:26])([CH:20]1[CH2:21][CH2:22][CH2:23][CH2:24][CH2:25]1)[C:14]1[CH:15]=[CH:16][CH:17]=[CH:18][CH:19]=1)=[O:12])[CH2:4][CH3:5]. The catalyst class is: 610. (6) Reactant: [NH2:1][C:2]1[CH:3]=[C:4]([CH:7]=[C:8]([Cl:10])[CH:9]=1)[C:5]#[N:6].CO. Product: [NH2:1][C:2]1[CH:3]=[C:4]([CH:7]=[C:8]([Cl:10])[CH:9]=1)[CH2:5][NH2:6]. The catalyst class is: 1. (7) Reactant: [CH3:1][C:2]1[CH:3]=[CH:4][C:5]([C:21]([NH:23][C:24]2[CH:25]=[C:26]([C:36]([F:39])([F:38])[F:37])[CH:27]=[C:28]([N:30]3[CH:34]=[N:33][C:32]([CH3:35])=[CH:31]3)[CH:29]=2)=[O:22])=[CH:6][C:7]=1[NH:8][C:9]1[N:10]=[CH:11][CH:12]=[C:13]([C:15]2[CH:16]=[CH:17][CH:18]=[N:19][CH:20]=2)[N:14]=1.[C:40]([OH:49])(=[O:48])[CH2:41][CH2:42][CH2:43][CH2:44][C:45]([OH:47])=[O:46]. Product: [CH3:1][C:2]1[CH:3]=[CH:4][C:5]([C:21]([NH:23][C:24]2[CH:25]=[C:26]([C:36]([F:38])([F:39])[F:37])[CH:27]=[C:28]([N:30]3[CH:34]=[N:33][C:32]([CH3:35])=[CH:31]3)[CH:29]=2)=[O:22])=[CH:6][C:7]=1[NH:8][C:9]1[N:10]=[CH:11][CH:12]=[C:13]([C:15]2[CH:16]=[CH:17][CH:18]=[N:19][CH:20]=2)[N:14]=1.[C:40]([O-:49])(=[O:48])[CH2:41][CH2:42][CH2:43][CH2:44][C:45]([O-:47])=[O:46]. The catalyst class is: 237. (8) Reactant: [NH2:1][C:2]1[CH:3]=[C:4]([C:8]([OH:17])([C:13]([F:16])([F:15])[F:14])[C:9]([F:12])([F:11])[F:10])[CH:5]=[CH:6][CH:7]=1.[C:18]([O:22][C:23]([N:25]1[CH2:29][CH2:28][CH2:27][CH:26]1[CH2:30]O)=[O:24])([CH3:21])([CH3:20])[CH3:19].C1C=CC(P(C2C=CC=CC=2)C2C=CC=CC=2)=CC=1. Product: [C:18]([O:22][C:23]([N:25]1[CH2:29][CH2:28][CH2:27][CH:26]1[CH2:30][O:17][C:8]([C:4]1[CH:5]=[CH:6][CH:7]=[C:2]([NH2:1])[CH:3]=1)([C:9]([F:10])([F:11])[F:12])[C:13]([F:14])([F:15])[F:16])=[O:24])([CH3:21])([CH3:19])[CH3:20]. The catalyst class is: 1. (9) Reactant: [F:1][C:2]1[CH:3]=[CH:4][C:5]([O:29][CH3:30])=[C:6]([C:8]2[CH:13]=[CH:12][N:11]=[C:10]3[NH:14][C:15]([C:17]4([OH:28])[CH2:20][N:19](C(OC(C)(C)C)=O)[CH2:18]4)=[CH:16][C:9]=23)[CH:7]=1.FC(F)(F)C(O)=O. Product: [F:1][C:2]1[CH:3]=[CH:4][C:5]([O:29][CH3:30])=[C:6]([C:8]2[CH:13]=[CH:12][N:11]=[C:10]3[NH:14][C:15]([C:17]4([OH:28])[CH2:18][NH:19][CH2:20]4)=[CH:16][C:9]=23)[CH:7]=1. The catalyst class is: 4.